Dataset: Full USPTO retrosynthesis dataset with 1.9M reactions from patents (1976-2016). Task: Predict the reactants needed to synthesize the given product. (1) Given the product [Cl:1][C:2]1[CH:7]=[C:6]([Cl:8])[CH:5]=[CH:4][C:3]=1[C:9]1[S:10](=[O:12])(=[O:11])[N:13]([CH2:14][CH2:15][F:16])[C:26]2[C:21]([C:19]=1[O:29][C:28](=[O:31])[CH:43]([CH3:44])[CH3:34])=[N:22][CH:23]=[CH:24][N:25]=2, predict the reactants needed to synthesize it. The reactants are: [Cl:1][C:2]1[CH:7]=[C:6]([Cl:8])[CH:5]=[CH:4][C:3]=1[CH2:9][S:10]([NH:13][CH2:14][CH2:15][F:16])(=[O:12])=[O:11].CO[C:19]([C:21]1[C:26](Cl)=[N:25][CH:24]=[CH:23][N:22]=1)=O.[C:28](=[O:31])([O-])[O-:29].[K+].[K+].[CH3:34]N(C)C=O.C(O[CH2:43][CH3:44])(=O)C. (2) Given the product [NH2:7][CH2:8][CH2:9][N:10]([CH3:11])[CH2:12][CH2:13][N:14]1[C:23](=[O:24])[C:22]2[CH:25]=[CH:26][C:27]([O:28][CH3:29])=[C:20]3[C:21]=2[C:16](=[C:17]2[CH:33]=[CH:32][CH:31]=[CH:30][C:18]2=[CH:19]3)[C:15]1=[O:34], predict the reactants needed to synthesize it. The reactants are: C(OC(=O)[NH:7][CH2:8][CH2:9][N:10]([CH2:12][CH2:13][N:14]1[C:23](=[O:24])[C:22]2[CH:25]=[CH:26][C:27]([O:28][CH3:29])=[C:20]3[C:21]=2[C:16](=[C:17]2[CH:33]=[CH:32][CH:31]=[CH:30][C:18]2=[CH:19]3)[C:15]1=[O:34])[CH3:11])(C)(C)C.Cl.